Predict the reaction yield, written as a fraction of the theoretical maximum amount of product (1.0 means a 100% yield; for example, 0.34 means a 34% yield). From a dataset of Reaction yield outcomes from USPTO patents with 853,638 reactions. (1) The reactants are S([Cl:11])(C1C=CC(C)=CC=1)(=O)=O.[CH3:12][C:13]1[C:18]([CH3:19])=[CH:17][C:16]([CH3:20])=[CH:15][N+:14]=1[O-].C(N(CC)CC)C. The catalyst is C(Cl)Cl. The product is [Cl:11][CH2:12][C:13]1[C:18]([CH3:19])=[CH:17][C:16]([CH3:20])=[CH:15][N:14]=1. The yield is 0.661. (2) The reactants are [C:1]([O:5][C:6]([NH:8][CH2:9][C:10]([OH:12])=O)=[O:7])([CH3:4])([CH3:3])[CH3:2].Cl.[CH3:14][NH:15][O:16][CH3:17].CCN=C=NCCCN(C)C.C1C=CC2N(O)N=NC=2C=1.CN1CCOCC1. The catalyst is C(Cl)Cl. The product is [CH3:17][O:16][N:15]([CH3:14])[C:10](=[O:12])[CH2:9][NH:8][C:6](=[O:7])[O:5][C:1]([CH3:2])([CH3:3])[CH3:4]. The yield is 0.710. (3) The reactants are [NH2:1][C:2]1[O:6][N:5]=[C:4]([CH3:7])[C:3]=1[Br:8].[Br:9][C:10]1[CH:11]=[C:12]([S:16](Cl)(=[O:18])=[O:17])[S:13][C:14]=1[Cl:15]. No catalyst specified. The product is [Br:8][C:3]1[C:4]([CH3:7])=[N:5][O:6][C:2]=1[NH:1][S:16]([C:12]1[S:13][C:14]([Cl:15])=[C:10]([Br:9])[CH:11]=1)(=[O:18])=[O:17]. The yield is 0.250. (4) The reactants are [CH2:1]([N:8]1[CH2:13][CH2:12][C:11]2([C:21]3[C:16](=[CH:17][CH:18]=[CH:19][C:20]=3[CH2:22][NH:23]C(OC(C)(C)C)=O)[N:15](C(OC(C)(C)C)=O)[CH2:14]2)[CH2:10][CH2:9]1)[C:2]1[CH:7]=[CH:6][CH:5]=[CH:4][CH:3]=1.[Cl:38]N1C(=O)CCC1=O. The catalyst is C(Cl)Cl. The product is [CH2:1]([N:8]1[CH2:13][CH2:12][C:11]2([C:21]3[C:16](=[CH:17][CH:18]=[C:19]([Cl:38])[C:20]=3[CH2:22][NH2:23])[NH:15][CH2:14]2)[CH2:10][CH2:9]1)[C:2]1[CH:7]=[CH:6][CH:5]=[CH:4][CH:3]=1. The yield is 0.520. (5) The reactants are Cl.[CH3:2][O:3][C:4]([C:6]1([O:12][CH3:13])[CH2:11][CH2:10][NH:9][CH2:8][CH2:7]1)=[O:5].C([O-])([O-])=O.[K+].[K+].[C:20]([O:24][C:25]([N:27]1[CH2:33][CH2:32][CH2:31][C:30](=O)[CH2:29][CH2:28]1)=[O:26])([CH3:23])([CH3:22])[CH3:21].C([BH3-])#N.[Na+]. The catalyst is CO.[Cl-].[Zn+2].[Cl-].O. The product is [CH3:13][O:12][C:6]1([C:4]([O:3][CH3:2])=[O:5])[CH2:7][CH2:8][N:9]([CH:30]2[CH2:31][CH2:32][CH2:33][N:27]([C:25]([O:24][C:20]([CH3:23])([CH3:22])[CH3:21])=[O:26])[CH2:28][CH2:29]2)[CH2:10][CH2:11]1. The yield is 0.155. (6) The reactants are [C:1]([O:5][C:6]([NH:8][C@H:9]([CH2:29][C:30]1[CH:35]=[C:34]([F:36])[C:33]([F:37])=[CH:32][C:31]=1[F:38])[CH2:10][C:11]([N:13]1[CH2:18][CH2:17][N:16]2[C:19]([C:25]([F:28])([F:27])[F:26])=[N:20][C:21]([C:22](O)=[O:23])=[C:15]2[CH2:14]1)=[O:12])=[O:7])([CH3:4])([CH3:3])[CH3:2].[NH2:39][C:40]1[CH:45]=[CH:44][CH:43]=[CH:42][N:41]=1.C(N(CC)CC)C.O=C1N(P(Cl)(N2CCOC2=O)=O)CCO1. The catalyst is ClCCl. The product is [C:1]([O:5][C:6](=[O:7])[NH:8][C@H:9]([CH2:29][C:30]1[CH:35]=[C:34]([F:36])[C:33]([F:37])=[CH:32][C:31]=1[F:38])[CH2:10][C:11](=[O:12])[N:13]1[CH2:18][CH2:17][N:16]2[C:19]([C:25]([F:28])([F:27])[F:26])=[N:20][C:21]([C:22](=[O:23])[NH:39][C:40]3[CH:45]=[CH:44][CH:43]=[CH:42][N:41]=3)=[C:15]2[CH2:14]1)([CH3:4])([CH3:2])[CH3:3]. The yield is 0.590. (7) The reactants are [CH:1]1[C:11]2[CH:10]=[CH:9][C:8]3[CH:12]=[CH:13][CH:14]=[CH:15][C:7]=3[NH:6][C:5]=2[CH:4]=[CH:3][CH:2]=1.[OH2:16]. The catalyst is CC(C)=O. The product is [CH:1]1[C:2](=[O:16])[CH:3]=[CH:4][C:5]2=[N:6][C:7]3[CH:15]=[CH:14][CH:13]=[CH:12][C:8]=3[CH:9]=[CH:10][C:11]=12. The yield is 0.340. (8) The reactants are [ClH:1].C(O[C:5](=[NH:15])/[CH:6]=[CH:7]/[C:8]1[CH:13]=[CH:12][C:11]([F:14])=[CH:10][CH:9]=1)C.[NH3:16]. The catalyst is CO. The product is [ClH:1].[F:14][C:11]1[CH:10]=[CH:9][C:8](/[CH:7]=[CH:6]/[C:5]([NH2:15])=[NH:16])=[CH:13][CH:12]=1. The yield is 1.00. (9) The reactants are C(OC([N:8]1[CH2:12][CH:11]([F:13])[CH2:10][CH:9]1[CH2:14][O:15][C:16]1[CH:26]=[CH:25][C:19]([C:20]([O:22][CH2:23][CH3:24])=[O:21])=[CH:18][C:17]=1[O:27][CH3:28])=O)(C)(C)C.C(O)(C(F)(F)F)=O. The catalyst is C(Cl)Cl. The product is [F:13][CH:11]1[CH2:12][NH:8][CH:9]([CH2:14][O:15][C:16]2[CH:26]=[CH:25][C:19]([C:20]([O:22][CH2:23][CH3:24])=[O:21])=[CH:18][C:17]=2[O:27][CH3:28])[CH2:10]1. The yield is 0.970.